Task: Regression/Classification. Given a drug SMILES string, predict its absorption, distribution, metabolism, or excretion properties. Task type varies by dataset: regression for continuous measurements (e.g., permeability, clearance, half-life) or binary classification for categorical outcomes (e.g., BBB penetration, CYP inhibition). Dataset: hlm.. Dataset: Human liver microsome stability data (1) The compound is COc1cc2c(N3CCN(C(=O)Nc4ccc(OC(C)C)cc4)CC3)ncnc2cc1OCCCn1ccnn1. The result is 0 (unstable in human liver microsomes). (2) The compound is CS(=O)(=O)Nc1ccc2c(c1)S(=O)(=O)NC(C1=C(O)[C@@H]3[C@H]4CC[C@H](C4)[C@@H]3N(Cc3cccc(F)c3)C1=O)=N2. The result is 0 (unstable in human liver microsomes). (3) The molecule is COC1CCCCC1N(C)c1ncnc2[nH]ccc12. The result is 1 (stable in human liver microsomes). (4) The molecule is Cc1cc(-n2ncc(=O)[nH]c2=O)cc(C)c1Oc1ccc(O)c(Cc2ccc(F)cc2)c1. The result is 0 (unstable in human liver microsomes).